Predict the product of the given reaction. From a dataset of Forward reaction prediction with 1.9M reactions from USPTO patents (1976-2016). (1) The product is: [Cl:1][C:2]1[CH:3]=[C:4]([C:9]2([CH:15]([NH:17][S:18]([C:20]([CH3:21])([CH3:23])[CH3:22])=[O:19])[CH3:16])[CH2:14][CH2:13][CH2:12][CH2:11][CH2:10]2)[CH:5]=[CH:6][C:7]=1[Cl:8]. Given the reactants [Cl:1][C:2]1[CH:3]=[C:4]([C:9]2([C:15](=[N:17][S:18]([C:20]([CH3:23])([CH3:22])[CH3:21])=[O:19])[CH3:16])[CH2:14][CH2:13][CH2:12][CH2:11][CH2:10]2)[CH:5]=[CH:6][C:7]=1[Cl:8], predict the reaction product. (2) The product is: [C:1]1([CH:7]2[CH2:8][NH:9][CH2:10][CH2:11][NH:12]2)[CH:2]=[CH:3][CH:4]=[CH:5][CH:6]=1. Given the reactants [C:1]1([CH:7]2[NH:12][C:11](=O)[CH2:10][NH:9][C:8]2=O)[CH:6]=[CH:5][CH:4]=[CH:3][CH:2]=1.[H-].[Al+3].[Li+].[H-].[H-].[H-], predict the reaction product. (3) Given the reactants [Br:1][C:2]1[CH:3]=[C:4]2[C:9](=[CH:10][CH:11]=1)[C:8](=[O:12])[NH:7][CH:6]=[CH:5]2.C(=O)([O-])[O-].[K+].[K+].Cl[CH2:20][C:21]1[CH:26]=[CH:25][C:24]([S:27]([CH3:30])(=[O:29])=[O:28])=[CH:23][CH:22]=1.CN(C=O)C, predict the reaction product. The product is: [Br:1][C:2]1[CH:3]=[C:4]2[C:9](=[CH:10][CH:11]=1)[C:8](=[O:12])[N:7]([CH2:20][C:21]1[CH:22]=[CH:23][C:24]([S:27]([CH3:30])(=[O:29])=[O:28])=[CH:25][CH:26]=1)[CH:6]=[CH:5]2. (4) Given the reactants [CH2:1]([O:5][CH2:6][C:7]1[CH:14]=[CH:13][C:10]([CH:11]=O)=[CH:9][CH:8]=1)[CH2:2][CH2:3][CH3:4].[N+:15]([CH3:18])([O-:17])=[O:16].C[O-].[Na+].Cl.[BH4-].[Na+], predict the reaction product. The product is: [CH2:1]([O:5][CH2:6][C:7]1[CH:14]=[CH:13][C:10]([CH2:11][CH2:18][N+:15]([O-:17])=[O:16])=[CH:9][CH:8]=1)[CH2:2][CH2:3][CH3:4]. (5) Given the reactants [CH3:1][C:2]1([CH3:7])[CH2:6][N:5]=[N:4][CH2:3]1.C[Si]([N:12]=[C:13]=[S:14])(C)C, predict the reaction product. The product is: [CH3:1][C:2]1([CH3:7])[CH2:6][N:5]([C:13](=[S:14])[NH2:12])[N:4]=[CH:3]1.